Dataset: Forward reaction prediction with 1.9M reactions from USPTO patents (1976-2016). Task: Predict the product of the given reaction. (1) Given the reactants [CH:1]([C:3]1[C:12]2[C:7](=[CH:8][CH:9]=[CH:10][CH:11]=2)[CH:6]=[CH:5][C:4]=1[O:13][CH2:14][C:15]#[N:16])=O.[CH3:17][CH:18]([CH3:34])[C:19]([NH:21][C:22]1[CH:27]=[CH:26][CH:25]=[C:24]([CH:28]2[CH2:33][CH2:32][NH:31][CH2:30][CH2:29]2)[CH:23]=1)=[O:20], predict the reaction product. The product is: [C:15]([CH2:14][O:13][C:4]1[CH:5]=[CH:6][C:7]2[C:12](=[CH:11][CH:10]=[CH:9][CH:8]=2)[C:3]=1[CH2:1][N:31]1[CH2:32][CH2:33][CH:28]([C:24]2[CH:23]=[C:22]([NH:21][C:19](=[O:20])[CH:18]([CH3:17])[CH3:34])[CH:27]=[CH:26][CH:25]=2)[CH2:29][CH2:30]1)#[N:16]. (2) Given the reactants ClCCl.[C:4](Cl)(=[O:7])[CH2:5][CH3:6].[CH2:9]([C:13]1[N:14]=[C:15]([CH3:45])[N:16]([C:37]2[N:42]=[CH:41][C:40]([O:43][CH3:44])=[CH:39][N:38]=2)[C:17](=[O:36])[C:18]=1[CH2:19][C:20]1[CH:25]=[CH:24][C:23]([C:26]2[C:27]([S:32]([NH2:35])(=[O:34])=[O:33])=[CH:28][CH:29]=[CH:30][CH:31]=2)=[CH:22][CH:21]=1)[CH2:10][CH2:11][CH3:12].C(N(CC)CC)C, predict the reaction product. The product is: [CH2:9]([C:13]1[N:14]=[C:15]([CH3:45])[N:16]([C:37]2[N:42]=[CH:41][C:40]([O:43][CH3:44])=[CH:39][N:38]=2)[C:17](=[O:36])[C:18]=1[CH2:19][C:20]1[CH:25]=[CH:24][C:23]([C:26]2[CH:31]=[CH:30][CH:29]=[CH:28][C:27]=2[S:32]([NH:35][C:4](=[O:7])[CH2:5][CH3:6])(=[O:34])=[O:33])=[CH:22][CH:21]=1)[CH2:10][CH2:11][CH3:12]. (3) Given the reactants Cl[C:2]([O:4][CH2:5][CH2:6][CH2:7][CH2:8][CH2:9][CH2:10][CH2:11][CH2:12][CH2:13][CH2:14][CH2:15][CH3:16])=[O:3].[F:17][C:18]([F:29])([F:28])[O:19][C:20]1[CH:25]=[CH:24][C:23]([NH:26][NH2:27])=[CH:22][CH:21]=1.CN1[C:35](=[O:36])CCC1, predict the reaction product. The product is: [CH2:5]([O:4][C:2]1[O:3][C:35](=[O:36])[N:26]([C:23]2[CH:22]=[CH:21][C:20]([O:19][C:18]([F:28])([F:29])[F:17])=[CH:25][CH:24]=2)[N:27]=1)[CH2:6][CH2:7][CH2:8][CH2:9][CH2:10][CH2:11][CH2:12][CH2:13][CH2:14][CH2:15][CH3:16].